This data is from Full USPTO retrosynthesis dataset with 1.9M reactions from patents (1976-2016). The task is: Predict the reactants needed to synthesize the given product. (1) Given the product [S:2]([N:12]1[C:16]2=[N:17][CH:18]=[C:19]([C:21]([OH:23])=[O:22])[N:20]=[C:15]2[CH:14]=[CH:13]1)([C:5]1[CH:6]=[CH:7][C:8]([CH3:9])=[CH:10][CH:11]=1)(=[O:4])=[O:3], predict the reactants needed to synthesize it. The reactants are: Cl.[S:2]([N:12]1[C:16]2=[N:17][CH:18]=[C:19]([C:21]([O:23]C)=[O:22])[N:20]=[C:15]2[CH:14]=[CH:13]1)([C:5]1[CH:11]=[CH:10][C:8]([CH3:9])=[CH:7][CH:6]=1)(=[O:4])=[O:3]. (2) Given the product [ClH:8].[ClH:8].[Cl:8][C:9]1[C:10]([F:38])=[C:11]([NH:12][C:13]2[C:22]3[C:17](=[CH:18][C:19]([O:5][CH:3]4[CH2:2][CH2:13][NH:12][CH2:11][CH2:10]4)=[C:20]([O:23][CH3:24])[CH:21]=3)[N:16]=[CH:15][N:14]=2)[CH:35]=[CH:36][CH:37]=1, predict the reactants needed to synthesize it. The reactants are: F[C:2](F)(F)[C:3]([OH:5])=O.[Cl:8][C:9]1[C:10]([F:38])=[C:11]([CH:35]=[CH:36][CH:37]=1)[NH:12][C:13]1[C:22]2[C:17](=[CH:18][C:19](OC3CCCCN3C([O-])=O)=[C:20]([O:23][CH3:24])[CH:21]=2)[N:16]=[CH:15][N:14]=1. (3) Given the product [OH:1][C:2]1[CH:3]=[C:4]2[C:9](=[CH:10][CH:11]=1)[CH:8]=[C:7]([C:12]([N:15]1[CH2:20][CH2:19][S:18][CH2:17][CH2:16]1)=[O:14])[CH:6]=[CH:5]2, predict the reactants needed to synthesize it. The reactants are: [OH:1][C:2]1[CH:3]=[C:4]2[C:9](=[CH:10][CH:11]=1)[CH:8]=[C:7]([C:12]([OH:14])=O)[CH:6]=[CH:5]2.[NH:15]1[CH2:20][CH2:19][S:18][CH2:17][CH2:16]1. (4) The reactants are: NC1C=C(Br)SC=1C(N)=O.C(OC(N1CCC[C@H]1C(O)=O)=O)(C)(C)C.F[P-](F)(F)(F)(F)F.N1(OC(N(C)C)=[N+](C)C)C2N=CC=CC=2N=N1.C(N(C(C)C)C(C)C)C.C(=O)([O-])O.[Na+].[Br:64][C:65]1[S:69][C:68]([C:70](=[O:72])[NH2:71])=[C:67]([NH:73][C:74]([C@@H:76]2[CH2:80][CH2:79][CH2:78][N:77]2[C:81]([O:83][C:84]([CH3:87])([CH3:86])[CH3:85])=[O:82])=O)[CH:66]=1.[OH-].[Na+].Cl. Given the product [Br:64][C:65]1[S:69][C:68]2[C:70](=[O:72])[NH:71][C:74]([C@@H:76]3[CH2:80][CH2:79][CH2:78][N:77]3[C:81]([O:83][C:84]([CH3:87])([CH3:86])[CH3:85])=[O:82])=[N:73][C:67]=2[CH:66]=1, predict the reactants needed to synthesize it. (5) Given the product [NH2:20][CH:14]1[CH2:15][CH2:16][N:11]([C:6]([O:8][CH2:9][CH3:10])=[O:7])[CH2:12][CH:13]1[CH3:18], predict the reactants needed to synthesize it. The reactants are: C([O-])(=O)C.[NH4+].[C:6]([N:11]1[CH2:16][CH2:15][C:14](=O)[CH:13]([CH3:18])[CH2:12]1)([O:8][CH2:9][CH3:10])=[O:7].C([BH3-])#[N:20].[Na+]. (6) Given the product [C:1]([C:5]1[N:10]=[CH:9][C:8]([C:11]2[N:12]([C:32]([N:34]3[CH2:39][CH2:38][CH:37]([CH2:40][C:41]([NH:47][CH:48]([CH2:51][CH3:52])[CH2:49][CH3:50])=[O:43])[CH2:36][CH2:35]3)=[O:33])[C@@:13]([C:25]3[CH:26]=[CH:27][C:28]([Cl:31])=[CH:29][CH:30]=3)([CH3:24])[C@@:14]([C:17]3[CH:22]=[CH:21][C:20]([Cl:23])=[CH:19][CH:18]=3)([CH3:16])[N:15]=2)=[C:7]([O:44][CH2:45][CH3:46])[CH:6]=1)([CH3:3])([CH3:2])[CH3:4], predict the reactants needed to synthesize it. The reactants are: [C:1]([C:5]1[N:10]=[CH:9][C:8]([C:11]2[N:12]([C:32]([N:34]3[CH2:39][CH2:38][CH:37]([CH2:40][C:41]([OH:43])=O)[CH2:36][CH2:35]3)=[O:33])[C@@:13]([C:25]3[CH:30]=[CH:29][C:28]([Cl:31])=[CH:27][CH:26]=3)([CH3:24])[C@@:14]([C:17]3[CH:22]=[CH:21][C:20]([Cl:23])=[CH:19][CH:18]=3)([CH3:16])[N:15]=2)=[C:7]([O:44][CH2:45][CH3:46])[CH:6]=1)([CH3:4])([CH3:3])[CH3:2].[NH2:47][CH:48]([CH2:51][CH3:52])[CH2:49][CH3:50]. (7) Given the product [F:19][C:20]([F:31])([F:30])[C:21]1[CH:26]=[C:25]([C:2]2[CH:3]=[CH:4][C:5]3[N:11]4[CH2:12][C@H:8]([C@H:9]([O:13][Si:14]([CH3:17])([CH3:16])[CH3:15])[CH2:10]4)[NH:7][C:6]=3[N:18]=2)[CH:24]=[CH:23][CH:22]=1, predict the reactants needed to synthesize it. The reactants are: Cl[C:2]1[CH:3]=[CH:4][C:5]2[N:11]3[CH2:12][C@H:8]([C@H:9]([O:13][Si:14]([CH3:17])([CH3:16])[CH3:15])[CH2:10]3)[NH:7][C:6]=2[N:18]=1.[F:19][C:20]([F:31])([F:30])[C:21]1[CH:22]=[C:23](B(O)O)[CH:24]=[CH:25][CH:26]=1.CC(C1C=C(C(C)C)C(C2C=CC=CC=2P(C2CCCCC2)C2CCCCC2)=C(C(C)C)C=1)C.C([O-])([O-])=O.[Cs+].[Cs+].